From a dataset of Forward reaction prediction with 1.9M reactions from USPTO patents (1976-2016). Predict the product of the given reaction. (1) The product is: [NH2:27][C:21]1[O:22][CH2:23][C:24]([F:25])([F:26])[C@:19]([C:17]2[CH:18]=[C:13]([NH:12][C:9]([C:6]3[CH:5]=[CH:4][C:3]([C:1]#[N:2])=[CH:8][N:7]=3)=[O:11])[CH:14]=[CH:15][C:16]=2[F:29])([CH3:28])[N:20]=1. Given the reactants [C:1]([C:3]1[CH:4]=[CH:5][C:6]([C:9]([OH:11])=O)=[N:7][CH:8]=1)#[N:2].[NH2:12][C:13]1[CH:14]=[CH:15][C:16]([F:29])=[C:17]([C@:19]2([CH3:28])[C:24]([F:26])([F:25])[CH2:23][O:22][C:21]([NH2:27])=[N:20]2)[CH:18]=1, predict the reaction product. (2) Given the reactants I[C:2]1[CH:7]=[CH:6][C:5]([C:8]([F:11])([F:10])[F:9])=[CH:4][CH:3]=1.C([O-])([O-])=O.[K+].[K+].CC([O-])=O.[K+].[CH:23]12[CH2:29][CH:26](CC1)C=C2.[C:30]([O:34][CH3:35])(=[O:33])[CH:31]=[CH2:32].I[CH2:37][CH2:38][CH3:39].[O-]S([O-])(=S)=O.[Na+].[Na+], predict the reaction product. The product is: [CH3:35][O:34][C:30](=[O:33])[CH:31]=[CH:32][C:2]1[C:7]([CH2:37][CH2:38][CH3:39])=[CH:6][C:5]([C:8]([F:11])([F:10])[F:9])=[CH:4][C:3]=1[CH2:23][CH2:29][CH3:26].